This data is from Catalyst prediction with 721,799 reactions and 888 catalyst types from USPTO. The task is: Predict which catalyst facilitates the given reaction. (1) Reactant: [S:1](Cl)([C:4]1[CH:10]=[CH:9][C:7]([CH3:8])=[CH:6][CH:5]=1)(=[O:3])=[O:2].[OH:12][C@@H:13]([C:18]1[CH:23]=[CH:22][CH:21]=[CH:20][CH:19]=1)[C:14]([NH:16][CH3:17])=[O:15].CCN(C(C)C)C(C)C. Product: [CH3:8][C:7]1[CH:9]=[CH:10][C:4]([S:1]([O:12][C@@H:13]([C:18]2[CH:23]=[CH:22][CH:21]=[CH:20][CH:19]=2)[C:14]([NH:16][CH3:17])=[O:15])(=[O:3])=[O:2])=[CH:5][CH:6]=1. The catalyst class is: 96. (2) Reactant: CC1(C)C(C)(C)OB([C:9]2[CH:10]=[C:11]([CH:13]=[C:14]([C:16]([F:19])([F:18])[F:17])[CH:15]=2)[NH2:12])O1.Br[C:22]1[CH:23]=[N:24][N:25](C(OC(C)(C)C)=O)[CH:26]=1.C([O-])([O-])=O.[Cs+].[Cs+]. Product: [NH:24]1[CH:23]=[C:22]([C:9]2[CH:10]=[C:11]([CH:13]=[C:14]([C:16]([F:17])([F:18])[F:19])[CH:15]=2)[NH2:12])[CH:26]=[N:25]1. The catalyst class is: 117. (3) Reactant: [Cl:1][C:2]1[CH:3]=[N:4][N:5]([C:7]2[CH:12]=[CH:11][N:10]=[CH:9][C:8]=2[N:13]2[CH2:18][CH2:17][CH:16]([C:19]([OH:21])=O)[CH2:15][CH2:14]2)[CH:6]=1.Cl.[CH3:23][O:24][C@H:25]1[CH2:29][CH2:28][NH:27][CH2:26]1.CN(C(ON1N=NC2C=CC=NC1=2)=[N+](C)C)C.F[P-](F)(F)(F)(F)F.C(N(CC)CC)C. Product: [Cl:1][C:2]1[CH:3]=[N:4][N:5]([C:7]2[CH:12]=[CH:11][N:10]=[CH:9][C:8]=2[N:13]2[CH2:14][CH2:15][CH:16]([C:19]([N:27]3[CH2:28][CH2:29][C@H:25]([O:24][CH3:23])[CH2:26]3)=[O:21])[CH2:17][CH2:18]2)[CH:6]=1. The catalyst class is: 136. (4) Reactant: Br[C:2]1[CH:7]=[CH:6][C:5]([C:8](=[O:10])[CH3:9])=[CH:4][C:3]=1[F:11].O.[CH3:13][N:14](C)C=O. Product: [C:8]([C:5]1[CH:6]=[CH:7][C:2]([C:13]#[N:14])=[C:3]([F:11])[CH:4]=1)(=[O:10])[CH3:9]. The catalyst class is: 507. (5) Reactant: P(Br)(Br)[Br:2].BrBr.O=P12OP3(OP(OP(O3)(O1)=O)(=O)O2)=O.[BrH:21].[CH:22]1[C:23](C(O)=O)=[CH:24][C:25](O)=[N:26][C:27]=1O.[C:33]([O-:36])(O)=O.[Na+].[CH3:38][OH:39]. Product: [Br:21][C:25]1[CH:24]=[C:23]([CH:22]=[C:27]([Br:2])[N:26]=1)[C:38]([O:36][CH3:33])=[O:39]. The catalyst class is: 6. (6) Reactant: Br[C:2]1[C:6]2[CH2:7][N:8]([C:11](=[O:13])[CH3:12])[CH2:9][CH2:10][C:5]=2[N:4]([CH:14]2[CH2:19][CH2:18][O:17][CH2:16][CH2:15]2)[N:3]=1.[NH:20]1[C:29]2[C:24](=[CH:25][CH:26]=[CH:27][CH:28]=2)[CH2:23][CH2:22][CH2:21]1.C1(P(C2CCCCC2)C2C=CC=CC=2C2C(OC(C)C)=CC=CC=2OC(C)C)CCCCC1.C(O[Na])(C)(C)C. Product: [N:20]1([C:2]2[C:6]3[CH2:7][N:8]([C:11](=[O:13])[CH3:12])[CH2:9][CH2:10][C:5]=3[N:4]([CH:14]3[CH2:19][CH2:18][O:17][CH2:16][CH2:15]3)[N:3]=2)[C:29]2[C:24](=[CH:25][CH:26]=[CH:27][CH:28]=2)[CH2:23][CH2:22][CH2:21]1. The catalyst class is: 12. (7) Product: [F:25][C:20]1[CH:21]=[CH:22][CH:23]=[CH:24][C:19]=1[C:14]1[C:13]([C:11]2[CH:10]=[CH:9][C:7]3[N:8]=[C:35]([NH:34][C:26](=[O:33])[C:27]4[CH:32]=[CH:31][CH:30]=[CH:29][CH:28]=4)[S:3][C:6]=3[CH:12]=2)=[CH:17][N:16]([CH3:18])[N:15]=1. The catalyst class is: 1. Reactant: C([S:3]([C:6]1[CH:12]=[C:11]([C:13]2[C:14]([C:19]3[CH:24]=[CH:23][CH:22]=[CH:21][C:20]=3[F:25])=[N:15][N:16]([CH3:18])[CH:17]=2)[CH:10]=[CH:9][C:7]=1[NH2:8])(=O)=O)C.[C:26]([N:34]=[C:35]=S)(=[O:33])[C:27]1[CH:32]=[CH:31][CH:30]=[CH:29][CH:28]=1.CCOC(C)=O.